This data is from Reaction yield outcomes from USPTO patents with 853,638 reactions. The task is: Predict the reaction yield, written as a fraction of the theoretical maximum amount of product (1.0 means a 100% yield; for example, 0.34 means a 34% yield). (1) The reactants are [C:1](OC(=O)C)(=[O:3])[CH3:2].[CH3:8][O:9][C:10]1[CH:11]=[CH:12][C:13]([CH2:37][CH2:38][O:39][CH3:40])=[C:14]([NH:16][C:17]2[C:18]([NH:27][S:28]([CH:31]3[CH2:36][CH2:35][NH:34][CH2:33][CH2:32]3)(=[O:30])=[O:29])=[N:19][C:20]3[C:25]([N:26]=2)=[CH:24][CH:23]=[CH:22][CH:21]=3)[CH:15]=1.CCN(CC)CC. The catalyst is C(Cl)Cl. The product is [C:1]([N:34]1[CH2:35][CH2:36][CH:31]([S:28]([NH:27][C:18]2[C:17]([NH:16][C:14]3[CH:15]=[C:10]([O:9][CH3:8])[CH:11]=[CH:12][C:13]=3[CH2:37][CH2:38][O:39][CH3:40])=[N:26][C:25]3[C:20](=[CH:21][CH:22]=[CH:23][CH:24]=3)[N:19]=2)(=[O:30])=[O:29])[CH2:32][CH2:33]1)(=[O:3])[CH3:2]. The yield is 0.670. (2) The reactants are [F:1][C:2]1[CH:7]=[C:6]([N+:8]([O-])=O)[C:5]([F:11])=[CH:4][C:3]=1[N:12]1[CH2:17][CH2:16][O:15][CH2:14][CH2:13]1. The catalyst is CCO.[Pd]. The product is [F:11][C:5]1[CH:4]=[C:3]([N:12]2[CH2:17][CH2:16][O:15][CH2:14][CH2:13]2)[C:2]([F:1])=[CH:7][C:6]=1[NH2:8]. The yield is 0.910. (3) The catalyst is C(Cl)Cl. The reactants are [Br:1][C:2]1[CH:8]=[C:7]([O:9]C)[C:5]([NH2:6])=[CH:4][C:3]=1[Cl:11].B(Br)(Br)Br. The yield is 0.972. The product is [NH2:6][C:5]1[CH:4]=[C:3]([Cl:11])[C:2]([Br:1])=[CH:8][C:7]=1[OH:9]. (4) The reactants are [CH:1]1([C:4]2[CH:5]=[CH:6][C:7]([C:18]([OH:20])=O)=[N:8][C:9]=2[CH2:10][C:11]2[CH:16]=[CH:15][C:14]([F:17])=[CH:13][CH:12]=2)[CH2:3][CH2:2]1.[NH2:21][C:22]1([CH2:36][C:37]([O:39][CH2:40][CH3:41])=[O:38])[CH2:25][N:24]([C:26]([O:28][CH2:29][C:30]2[CH:35]=[CH:34][CH:33]=[CH:32][CH:31]=2)=[O:27])[CH2:23]1.CN(C(ON1N=NC2C=CC=CC1=2)=[N+](C)C)C.[B-](F)(F)(F)F.CCN(C(C)C)C(C)C. No catalyst specified. The product is [CH:1]1([C:4]2[CH:5]=[CH:6][C:7]([C:18]([NH:21][C:22]3([CH2:36][C:37]([O:39][CH2:40][CH3:41])=[O:38])[CH2:25][N:24]([C:26]([O:28][CH2:29][C:30]4[CH:35]=[CH:34][CH:33]=[CH:32][CH:31]=4)=[O:27])[CH2:23]3)=[O:20])=[N:8][C:9]=2[CH2:10][C:11]2[CH:12]=[CH:13][C:14]([F:17])=[CH:15][CH:16]=2)[CH2:2][CH2:3]1. The yield is 0.630.